Dataset: Full USPTO retrosynthesis dataset with 1.9M reactions from patents (1976-2016). Task: Predict the reactants needed to synthesize the given product. (1) Given the product [NH2:1][C:4]1[CH:5]=[C:6]2[C:10](=[CH:11][CH:12]=1)[NH:9][CH:8]=[CH:7]2, predict the reactants needed to synthesize it. The reactants are: [N+:1]([C:4]1[CH:5]=[C:6]2[C:10](=[CH:11][CH:12]=1)[NH:9][CH:8]=[CH:7]2)([O-])=O.C1(C2CCN(C(C3C=C(OC)C(OC)=C(OC)C=3)=O)CC2)C=CC=CC=1. (2) The reactants are: Br[CH2:2][C:3]([C:5]1[CH:10]=[CH:9][C:8]([Br:11])=[CH:7][CH:6]=1)=O.[NH2:12][C:13]([NH2:15])=[S:14]. Given the product [Br:11][C:8]1[CH:9]=[CH:10][C:5]([C:3]2[N:12]=[C:13]([NH2:15])[S:14][CH:2]=2)=[CH:6][CH:7]=1, predict the reactants needed to synthesize it. (3) Given the product [Cl:1][C:2]1[N:7]=[C:6]([N:8]([CH3:23])[C:9]2[CH:14]=[CH:13][CH:12]=[C:11]([O:15][CH:16]3[CH2:21][CH2:20][CH2:19][CH2:18][O:17]3)[CH:10]=2)[C:5]([Cl:22])=[CH:4][N:3]=1, predict the reactants needed to synthesize it. The reactants are: [Cl:1][C:2]1[N:7]=[C:6]([NH:8][C:9]2[CH:14]=[CH:13][CH:12]=[C:11]([O:15][CH:16]3[CH2:21][CH2:20][CH2:19][CH2:18][O:17]3)[CH:10]=2)[C:5]([Cl:22])=[CH:4][N:3]=1.[C:23](=O)([O-])[O-].[K+].[K+].CI.O.